From a dataset of Experimental lipophilicity measurements (octanol/water distribution) for 4,200 compounds from AstraZeneca. Regression/Classification. Given a drug SMILES string, predict its absorption, distribution, metabolism, or excretion properties. Task type varies by dataset: regression for continuous measurements (e.g., permeability, clearance, half-life) or binary classification for categorical outcomes (e.g., BBB penetration, CYP inhibition). For this dataset (lipophilicity_astrazeneca), we predict Y. (1) The drug is O=C(Nc1ccc(N2CCOCC2)nc1)c1nnc(Nc2ccc(F)cc2)o1. The Y is 3.00 logD. (2) The compound is c1ccc(C2OC3(CCNCC3)c3ccccc32)cc1. The Y is 0.750 logD. (3) The drug is NS(=O)(=O)c1ccc2c(c1)C1C=CCC1C(c1cccc3ccccc13)N2. The Y is 1.90 logD. (4) The molecule is CCC1(c2ccccc2)NC(=O)N(C)C1=O. The Y is 1.59 logD. (5) The drug is O=C(O)c1ccccc1C(=O)N1CCC(N2CCC(Oc3ccc(Cl)c(Cl)c3)CC2)CC1. The Y is 1.73 logD. (6) The compound is CSc1ccc(OCc2ccccc2)c(C(=O)Nc2ccc(C(=O)O)cn2)c1. The Y is 1.60 logD. (7) The compound is Nc1nc(Nc2ccc3nc(-c4ccc(F)cc4)cc(N)c3c2)cc(-c2cccc(Cl)c2)n1. The Y is 2.50 logD. (8) The molecule is CN1CCN(C2=Nc3ccccc3Oc3ccc(Cl)cc32)CC1. The Y is 3.24 logD. (9) The drug is O=C1CCOc2cc(OCc3cccc(F)c3)ccc21. The Y is 3.40 logD.